Dataset: Full USPTO retrosynthesis dataset with 1.9M reactions from patents (1976-2016). Task: Predict the reactants needed to synthesize the given product. (1) Given the product [CH2:15]([O:17][C:18]([C:20]1[C:21]([CH3:28])=[N:22][C:23]([NH:2][CH:3]2[CH2:12][CH2:11][C:10]3[C:5](=[CH:6][CH:7]=[C:8]([O:13][CH3:14])[CH:9]=3)[CH2:4]2)=[N:24][C:25]=1[CH3:26])=[O:19])[CH3:16], predict the reactants needed to synthesize it. The reactants are: Cl.[NH2:2][CH:3]1[CH2:12][CH2:11][C:10]2[C:5](=[CH:6][CH:7]=[C:8]([O:13][CH3:14])[CH:9]=2)[CH2:4]1.[CH2:15]([O:17][C:18]([C:20]1[C:21]([CH3:28])=[N:22][C:23](Cl)=[N:24][C:25]=1[CH3:26])=[O:19])[CH3:16].CC([O-])=O.[K+]. (2) Given the product [I:16][C:17]1[CH:22]=[C:21]([N:9]2[C:6]3=[CH:7][N:8]=[C:3]([O:2][CH3:1])[CH:4]=[C:5]3[C:11]([C:12]([O:14][CH3:15])=[O:13])=[N:10]2)[CH:20]=[CH:19][CH:18]=1, predict the reactants needed to synthesize it. The reactants are: [CH3:1][O:2][C:3]1[CH:4]=[C:5]2[C:11]([C:12]([O:14][CH3:15])=[O:13])=[N:10][NH:9][C:6]2=[CH:7][N:8]=1.[I:16][C:17]1[CH:18]=[C:19](B(O)O)[CH:20]=[CH:21][CH:22]=1. (3) The reactants are: [Cl:1][C:2]1[CH:7]=[CH:6][C:5]([O:8]C)=[CH:4][C:3]=1[I:10].C(=O)([O-])O.[Na+].Cl. Given the product [Cl:1][C:2]1[CH:7]=[CH:6][C:5]([OH:8])=[CH:4][C:3]=1[I:10], predict the reactants needed to synthesize it. (4) Given the product [F:18][C:19]1[CH:24]=[CH:23][C:22]([S:25]([NH:14][C:11]2[CH:12]=[CH:13][C:8]([F:7])=[C:9]([N+:15]([O-:17])=[O:16])[CH:10]=2)(=[O:27])=[O:26])=[CH:21][CH:20]=1, predict the reactants needed to synthesize it. The reactants are: N1C=CC=CC=1.[F:7][C:8]1[CH:13]=[CH:12][C:11]([NH2:14])=[CH:10][C:9]=1[N+:15]([O-:17])=[O:16].[F:18][C:19]1[CH:24]=[CH:23][C:22]([S:25](Cl)(=[O:27])=[O:26])=[CH:21][CH:20]=1. (5) Given the product [Br:22][C:23]1[CH:30]=[CH:29][CH:28]=[CH:27][C:24]=1[CH2:25][NH:1][C:2]1[CH:3]=[C:4]([CH:19]=[CH:20][CH:21]=1)[C:5]([NH:7][CH2:8][C:9]1[C:18]2[C:13](=[CH:14][CH:15]=[CH:16][CH:17]=2)[CH:12]=[CH:11][CH:10]=1)=[O:6], predict the reactants needed to synthesize it. The reactants are: [NH2:1][C:2]1[CH:3]=[C:4]([CH:19]=[CH:20][CH:21]=1)[C:5]([NH:7][CH2:8][C:9]1[C:18]2[C:13](=[CH:14][CH:15]=[CH:16][CH:17]=2)[CH:12]=[CH:11][CH:10]=1)=[O:6].[Br:22][C:23]1[CH:30]=[CH:29][CH:28]=[CH:27][C:24]=1[CH2:25]Br.C([O-])([O-])=O.[K+].[K+]. (6) Given the product [CH3:23][CH2:22][NH:24][C@@H:2]1[C:7]2[CH:8]=[C:9]([S:11]([NH2:14])(=[O:13])=[O:12])[S:10][C:6]=2[S:5](=[O:16])(=[O:15])[N:4]([CH2:17][CH2:18][CH2:19][O:20][CH3:21])[CH2:3]1, predict the reactants needed to synthesize it. The reactants are: O[C@H:2]1[C:7]2[CH:8]=[C:9]([S:11]([NH2:14])(=[O:13])=[O:12])[S:10][C:6]=2[S:5](=[O:16])(=[O:15])[N:4]([CH2:17][CH2:18][CH2:19][O:20][CH3:21])[CH2:3]1.[CH2:22]([N:24](CC)CC)[CH3:23].S(Cl)(C1C=CC(C)=CC=1)(=O)=O. (7) Given the product [Ca:47].[P:1]([O:5][CH2:6][CH2:7][O:8][C:9]1[CH:10]=[CH:11][C:12]([C:15]2[C:20]([C:21]#[N:22])=[C:19]([S:23][CH2:24][C:25]3[N:26]=[C:27]([C:30]4[CH:31]=[CH:32][C:33]([Cl:36])=[CH:34][CH:35]=4)[S:28][CH:29]=3)[N:18]=[C:17]([NH2:37])[C:16]=2[C:38]#[N:39])=[CH:13][CH:14]=1)([OH:4])([OH:3])=[O:2], predict the reactants needed to synthesize it. The reactants are: [P:1]([O:5][CH2:6][CH2:7][O:8][C:9]1[CH:14]=[CH:13][C:12]([C:15]2[C:20]([C:21]#[N:22])=[C:19]([S:23][CH2:24][C:25]3[N:26]=[C:27]([C:30]4[CH:35]=[CH:34][C:33]([Cl:36])=[CH:32][CH:31]=4)[S:28][CH:29]=3)[N:18]=[C:17]([NH2:37])[C:16]=2[C:38]#[N:39])=[CH:11][CH:10]=1)([OH:4])([OH:3])=[O:2].O.O.O.C([O-])(=O)C.[Ca+2:47].C([O-])(=O)C. (8) Given the product [Br:1][C:2]1[CH:7]=[CH:6][C:5]([NH:8][C:12](=[O:13])[C:11]([F:22])([F:21])[F:10])=[C:4]([CH3:9])[CH:3]=1, predict the reactants needed to synthesize it. The reactants are: [Br:1][C:2]1[CH:7]=[CH:6][C:5]([NH2:8])=[C:4]([CH3:9])[CH:3]=1.[F:10][C:11]([F:22])([F:21])[C:12](O[C:12](=[O:13])[C:11]([F:22])([F:21])[F:10])=[O:13]. (9) Given the product [CH2:1]([O:8][C@@H:9]1[C@@H:14]([O:15][CH2:16][C:17]2[CH:22]=[CH:21][CH:20]=[CH:19][CH:18]=2)[C@@H:13]([O:23][CH2:24][C:25]2[CH:30]=[CH:29][CH:28]=[CH:27][CH:26]=2)[C@@H:12]([CH2:31][O:32][CH2:33][C:34]2[CH:39]=[CH:38][CH:37]=[CH:36][CH:35]=2)[O:11][C@:10]21[C:47]1[C:42](=[CH:43][C:44]([F:50])=[C:45]([CH2:48][Cl:52])[CH:46]=1)[CH2:41][O:40]2)[C:2]1[CH:7]=[CH:6][CH:5]=[CH:4][CH:3]=1, predict the reactants needed to synthesize it. The reactants are: [CH2:1]([O:8][C@@H:9]1[C@@H:14]([O:15][CH2:16][C:17]2[CH:22]=[CH:21][CH:20]=[CH:19][CH:18]=2)[C@@H:13]([O:23][CH2:24][C:25]2[CH:30]=[CH:29][CH:28]=[CH:27][CH:26]=2)[C@@H:12]([CH2:31][O:32][CH2:33][C:34]2[CH:39]=[CH:38][CH:37]=[CH:36][CH:35]=2)[O:11][C@:10]21[C:47]1[C:42](=[CH:43][C:44]([F:50])=[C:45]([CH2:48]O)[CH:46]=1)[CH2:41][O:40]2)[C:2]1[CH:7]=[CH:6][CH:5]=[CH:4][CH:3]=1.C(Cl)(Cl)(Cl)[Cl:52].C1(P(C2C=CC=CC=2)C2C=CC=CC=2)C=CC=CC=1.